From a dataset of Forward reaction prediction with 1.9M reactions from USPTO patents (1976-2016). Predict the product of the given reaction. (1) Given the reactants Cl.Cl.[F:3][C:4]([F:16])([F:15])[C:5]1[CH:6]=[N:7][C:8]2[CH2:9][CH2:10][NH:11][CH2:12][C:13]=2[CH:14]=1.[C:17]([O:21][C:22]([NH:24][C@@H:25]1[CH2:29][CH2:28][C@:27]([CH:33]([CH3:35])[CH3:34])([C:30](O)=[O:31])[CH2:26]1)=[O:23])([CH3:20])([CH3:19])[CH3:18].C(N(C(C)C)CC)(C)C, predict the reaction product. The product is: [CH:33]([C@:27]1([C:30]([N:11]2[CH2:10][CH2:9][C:8]3[N:7]=[CH:6][C:5]([C:4]([F:15])([F:3])[F:16])=[CH:14][C:13]=3[CH2:12]2)=[O:31])[CH2:28][CH2:29][C@@H:25]([NH:24][C:22](=[O:23])[O:21][C:17]([CH3:19])([CH3:18])[CH3:20])[CH2:26]1)([CH3:35])[CH3:34]. (2) Given the reactants [CH:1](N(CC)C(C)C)(C)C.[CH3:10][N:11]([C:13]([O:17]N1N=NC2C=CC=NC1=2)=[N+](C)C)[CH3:12].F[P-](F)(F)(F)(F)F.[F:34][C:35]1[CH:36]=[CH:37][C:38]([O:72][CH3:73])=[C:39]([C:41]([CH3:71])([CH3:70])[CH2:42][C:43]([OH:69])([C:65]([F:68])([F:67])[F:66])[CH2:44][NH:45][C:46]2[CH:54]=[C:53]([CH3:55])[CH:52]=[C:51]3[C:47]=2[CH:48]=[N:49][N:50]3[C:56]2[CH:57]=[C:58]([CH:62]=[CH:63][CH:64]=2)C(O)=O)[CH:40]=1.CN[C@H]([C:78]([OH:80])=[O:79])C, predict the reaction product. The product is: [F:34][C:35]1[CH:36]=[CH:37][C:38]([O:72][CH3:73])=[C:39]([C:41]([CH3:71])([CH3:70])[CH2:42][C:43]([OH:69])([C:65]([F:68])([F:67])[F:66])[CH2:44][NH:45][C:46]2[CH:54]=[C:53]([CH3:55])[CH:52]=[C:51]3[C:47]=2[CH:48]=[N:49][N:50]3[C:56]2[CH:57]=[C:58]([C:13]([N:11]([CH3:12])[C@H:10]([C:78]([OH:80])=[O:79])[CH3:1])=[O:17])[CH:62]=[CH:63][CH:64]=2)[CH:40]=1.